From a dataset of SARS-CoV-2 main protease (3CLPro) crystallographic fragment screen with 879 compounds. Binary Classification. Given a drug SMILES string, predict its activity (active/inactive) in a high-throughput screening assay against a specified biological target. (1) The compound is CC(=O)NCc1ccc(S(N)(=O)=O)cc1. The result is 1 (active). (2) The drug is COC(=O)[C@H]1CCC[C@H]1c1ccsc1. The result is 0 (inactive). (3) The result is 0 (inactive). The drug is O=C(CCl)N1CCN(C(=O)c2ccco2)CC1. (4) The compound is O=C(CCl)N1CCN(S(=O)(=O)c2cccs2)CC1. The result is 1 (active). (5) The molecule is CCOC(=O)c1sc(-c2cnccn2)nc1C. The result is 0 (inactive). (6) The molecule is c1csc(-c2ncc[nH]2)c1. The result is 0 (inactive). (7) The drug is CC(=O)N(C)c1cccnc1. The result is 0 (inactive). (8) The drug is CNC1CCCCC1S(C)(=O)=O. The result is 0 (inactive). (9) The compound is C[C@H]1CNCC[C@H]1CO. The result is 0 (inactive).